This data is from Full USPTO retrosynthesis dataset with 1.9M reactions from patents (1976-2016). The task is: Predict the reactants needed to synthesize the given product. (1) Given the product [OH:12][CH2:14][C:10]1[C:5]2[O:4][N:3]=[C:2]([CH3:1])[C:6]=2[CH:7]=[CH:8][C:9]=1[OH:11], predict the reactants needed to synthesize it. The reactants are: [CH3:1][C:2]1[C:6]2[CH:7]=[CH:8][C:9]([OH:11])=[CH:10][C:5]=2[O:4][N:3]=1.[OH-:12].[Na+].[CH2:14]=O.Cl. (2) Given the product [C:1]([C:3]1[CH:4]=[C:5]([C:14]([OH:16])=[O:15])[S:6][C:7]=1[N:8]1[CH2:13][CH2:12][O:11][CH2:10][CH2:9]1)#[N:2], predict the reactants needed to synthesize it. The reactants are: [C:1]([C:3]1[CH:4]=[C:5]([C:14]([O:16]CC)=[O:15])[S:6][C:7]=1[N:8]1[CH2:13][CH2:12][O:11][CH2:10][CH2:9]1)#[N:2].[OH-].[Na+]. (3) Given the product [CH2:1]([O:8][C:10]1[N:11]=[CH:12][CH:13]=[CH:14][C:15]=1[C:16]#[N:17])[C:2]1[CH:7]=[CH:6][CH:5]=[CH:4][CH:3]=1, predict the reactants needed to synthesize it. The reactants are: [CH2:1]([OH:8])[C:2]1[CH:7]=[CH:6][CH:5]=[CH:4][CH:3]=1.Cl[C:10]1[C:15]([C:16]#[N:17])=[CH:14][CH:13]=[CH:12][N:11]=1.CN(C)C=O.[H-].[Na+]. (4) Given the product [F:13][C:14]1[CH:19]=[C:18]([F:20])[CH:17]=[CH:16][C:15]=1[N:21]1[C:25]([CH3:26])=[C:24]([C:27]#[CH:7])[N:23]=[C:22]1[CH3:29], predict the reactants needed to synthesize it. The reactants are: COP(=O)OC.[C:7](=O)([O-])[O-].[K+].[K+].[F:13][C:14]1[CH:19]=[C:18]([F:20])[CH:17]=[CH:16][C:15]=1[N:21]1[C:25]([CH3:26])=[C:24]([CH:27]=O)[N:23]=[C:22]1[CH3:29]. (5) Given the product [C:1]1([CH2:7][CH2:8][C:9]([O:11][CH:13]2[CH2:17][CH2:16][O:15][C:14]2=[O:18])=[O:10])[CH:6]=[CH:5][CH:4]=[CH:3][CH:2]=1, predict the reactants needed to synthesize it. The reactants are: [C:1]1([CH2:7][CH2:8][C:9]([OH:11])=[O:10])[CH:6]=[CH:5][CH:4]=[CH:3][CH:2]=1.Br[CH:13]1[CH2:17][CH2:16][O:15][C:14]1=[O:18].C(=O)([O-])[O-].[K+].[K+].CC(C)=O.